Dataset: Catalyst prediction with 721,799 reactions and 888 catalyst types from USPTO. Task: Predict which catalyst facilitates the given reaction. (1) Reactant: Cl[Si](C)(C)C.Br[CH:7]([CH3:13])[C:8]([O:10][CH2:11][CH3:12])=[O:9].[Cl:14][C:15]1[N:20]=[C:19]([NH:21][C@H:22]2[CH2:27][CH2:26][CH2:25][C:24](=[O:28])[CH2:23]2)[C:18]([F:29])=[CH:17][N:16]=1. Product: [Cl:14][C:15]1[N:20]=[C:19]([NH:21][C@H:22]2[CH2:27][CH2:26][CH2:25][C@:24]([CH:7]([CH3:13])[C:8]([O:10][CH2:11][CH3:12])=[O:9])([OH:28])[CH2:23]2)[C:18]([F:29])=[CH:17][N:16]=1. The catalyst class is: 324. (2) Reactant: C(OC([NH:8][CH2:9][C:10]1[CH:11]=[C:12]([C:16]2[CH:21]=[CH:20][CH:19]=[C:18]([NH:22][CH2:23][C:24]3[CH:29]=[CH:28][CH:27]=[CH:26][C:25]=3[CH2:30]C([O-])=O)[CH:17]=2)[CH:13]=[CH:14][CH:15]=1)=O)(C)(C)C.[C:34]([O-:37])(O)=[O:35].[Na+].[CH2:39](Cl)Cl. Product: [NH2:8][CH2:9][C:10]1[CH:11]=[C:12]([C:16]2[CH:21]=[CH:20][CH:19]=[C:18]([NH:22][CH2:23][C:24]3[CH:29]=[CH:28][CH:27]=[CH:26][C:25]=3[CH2:30][C:34]([O:37][CH3:39])=[O:35])[CH:17]=2)[CH:13]=[CH:14][CH:15]=1. The catalyst class is: 67. (3) Reactant: [OH:1][C:2]1[CH2:7][C:6]([CH:15]([CH3:17])[CH3:16])([CH2:8][CH2:9][CH:10]2[CH2:14][CH2:13][CH2:12][O:11]2)[O:5][C:4](=[O:18])[CH:3]=1.[C:19]([C:23]1[CH:28]=[C:27]([CH2:29][OH:30])[C:26]([CH3:31])=[CH:25][C:24]=1[S:32]S(C1C=CC(C)=CC=1)(=O)=O)([CH3:22])([CH3:21])[CH3:20].C(=O)([O-])[O-].[K+].[K+]. Product: [C:19]([C:23]1[CH:28]=[C:27]([CH2:29][OH:30])[C:26]([CH3:31])=[CH:25][C:24]=1[S:32][C:3]1[C:4](=[O:18])[O:5][C:6]([CH:15]([CH3:16])[CH3:17])([CH2:8][CH2:9][CH:10]2[CH2:14][CH2:13][CH2:12][O:11]2)[CH2:7][C:2]=1[OH:1])([CH3:22])([CH3:21])[CH3:20]. The catalyst class is: 3.